Dataset: Full USPTO retrosynthesis dataset with 1.9M reactions from patents (1976-2016). Task: Predict the reactants needed to synthesize the given product. Given the product [C:31]([O:1][CH:2]1[C:19](=[O:20])[C:18]2[C:17]3[N:16]([CH3:21])[C:15]4[N:14]=[C:13]5[CH:22]=[CH:23][CH:24]=[CH:25][C:12]5=[CH:11][C:10]=4[C:9](=[O:26])[C:8]=3[C:7]([O:27][CH3:28])=[CH:6][C:5]=2[O:4][C:3]1([CH3:30])[CH3:29])(=[O:33])[CH3:32], predict the reactants needed to synthesize it. The reactants are: [OH:1][CH:2]1[C:19](=[O:20])[C:18]2[C:17]3[N:16]([CH3:21])[C:15]4[N:14]=[C:13]5[CH:22]=[CH:23][CH:24]=[CH:25][C:12]5=[CH:11][C:10]=4[C:9](=[O:26])[C:8]=3[C:7]([O:27][CH3:28])=[CH:6][C:5]=2[O:4][C:3]1([CH3:30])[CH3:29].[C:31](OC(=O)C)(=[O:33])[CH3:32].